From a dataset of Catalyst prediction with 721,799 reactions and 888 catalyst types from USPTO. Predict which catalyst facilitates the given reaction. (1) Reactant: [O:1]=[C:2]1[NH:10][C:5]2=[N:6][CH:7]=[CH:8][CH:9]=[C:4]2[N:3]1[CH:11]1[CH2:16][CH2:15][N:14]([C:17]2[N:22]=[CH:21][N:20]=[C:19]([C:23]([OH:25])=O)[CH:18]=2)[CH2:13][CH2:12]1.[CH3:26][C:27]1([CH3:36])[C:35]2[C:30](=[CH:31][CH:32]=[CH:33][CH:34]=2)[NH:29][CH2:28]1.CN(C(ON1N=NC2C=CC=CC1=2)=[N+](C)C)C.[B-](F)(F)(F)F.C(N(CC)CC)C. The catalyst class is: 3. Product: [CH3:26][C:27]1([CH3:36])[C:35]2[C:30](=[CH:31][CH:32]=[CH:33][CH:34]=2)[N:29]([C:23]([C:19]2[N:20]=[CH:21][N:22]=[C:17]([N:14]3[CH2:13][CH2:12][CH:11]([N:3]4[C:4]5[C:5](=[N:6][CH:7]=[CH:8][CH:9]=5)[NH:10][C:2]4=[O:1])[CH2:16][CH2:15]3)[CH:18]=2)=[O:25])[CH2:28]1. (2) Reactant: [CH3:1][C:2]([N:5]1[C:10]([OH:11])=[C:9]([C:12]([NH:14][CH2:15][C:16]([O:18]CC)=[O:17])=[O:13])[C:8](=[O:21])[N:7]([CH2:22][C:23]2[CH:28]=[CH:27][C:26]([C:29]([CH3:32])([CH3:31])[CH3:30])=[CH:25][CH:24]=2)[C:6]1=[O:33])([CH3:4])[CH3:3].[OH-].[Na+]. Product: [CH3:4][C:2]([N:5]1[C:10]([OH:11])=[C:9]([C:12]([NH:14][CH2:15][C:16]([OH:18])=[O:17])=[O:13])[C:8](=[O:21])[N:7]([CH2:22][C:23]2[CH:24]=[CH:25][C:26]([C:29]([CH3:32])([CH3:31])[CH3:30])=[CH:27][CH:28]=2)[C:6]1=[O:33])([CH3:1])[CH3:3]. The catalyst class is: 8. (3) Reactant: C(=O)(O)[O-].[Na+].[CH3:6][C:7]1[CH:8]=[CH:9][C:10]2[N:11]([CH:13]=[N:14][CH:15]=2)[CH:12]=1.[I:16]I. Product: [I:16][C:15]1[N:14]=[CH:13][N:11]2[CH:12]=[C:7]([CH3:6])[CH:8]=[CH:9][C:10]=12. The catalyst class is: 97. (4) Reactant: I[C:2]1[C:7](=[O:8])[C:6]([N+:9]([O-:11])=[O:10])=[C:5]([CH3:12])[NH:4][C:3]=1[CH3:13].[Cu][C:15]#[N:16]. Product: [CH3:13][C:3]1[NH:4][C:5]([CH3:12])=[C:6]([N+:9]([O-:11])=[O:10])[C:7](=[O:8])[C:2]=1[C:15]#[N:16]. The catalyst class is: 60. (5) Reactant: [CH3:1][C:2]1[C:3]([CH:24]=O)=[CH:4][N:5]([C:7]2[CH:12]=[CH:11][N:10]=[C:9]([NH:13][C:14]3[CH:15]=[C:16]4[C:20](=[CH:21][CH:22]=3)[N:19]([CH3:23])[N:18]=[CH:17]4)[N:8]=2)[CH:6]=1.Cl.[NH:27]1[CH2:30][CH:29]([OH:31])[CH2:28]1.C(N(CC)CC)C.[BH-](OC(C)=O)(OC(C)=O)OC(C)=O.[Na+]. Product: [CH3:1][C:2]1[C:3]([CH2:24][N:27]2[CH2:30][CH:29]([OH:31])[CH2:28]2)=[CH:4][N:5]([C:7]2[CH:12]=[CH:11][N:10]=[C:9]([NH:13][C:14]3[CH:15]=[C:16]4[C:20](=[CH:21][CH:22]=3)[N:19]([CH3:23])[N:18]=[CH:17]4)[N:8]=2)[CH:6]=1. The catalyst class is: 4. (6) Reactant: [CH2:1]([O:3][C:4]1[C:13]([O:14][CH3:15])=[CH:12][C:11]2[C:10]([C:16]3[CH:25]=[CH:24][C:19]([C:20]([O:22]C)=[O:21])=[CH:18][CH:17]=3)=[N:9][C@@H:8]3[CH2:26][CH2:27][S:28](=[O:31])(=[O:30])[CH2:29][C@@H:7]3[C:6]=2[CH:5]=1)[CH3:2].[OH-].[Na+].Cl. Product: [CH2:1]([O:3][C:4]1[C:13]([O:14][CH3:15])=[CH:12][C:11]2[C:10]([C:16]3[CH:25]=[CH:24][C:19]([C:20]([OH:22])=[O:21])=[CH:18][CH:17]=3)=[N:9][C@@H:8]3[CH2:26][CH2:27][S:28](=[O:30])(=[O:31])[CH2:29][C@@H:7]3[C:6]=2[CH:5]=1)[CH3:2]. The catalyst class is: 12. (7) Reactant: [C:1]([N:8]1[CH2:13][CH2:12][O:11][C@H:10]([CH2:14][C:15]2[CH:20]=[CH:19][CH:18]=[C:17]([CH2:21]O)[CH:16]=2)[CH2:9]1)([O:3][C:4]([CH3:7])([CH3:6])[CH3:5])=[O:2].[CH2:23]([N:30]1[CH2:35][CH2:34][O:33][CH:32]([CH2:36][C:37]2[CH:42]=[CH:41][CH:40]=[C:39]([CH3:43])[C:38]=2[F:44])[C:31]1=O)[C:24]1[CH:29]=[CH:28][CH:27]=[CH:26][CH:25]=1.[C@H](O)(C([O-])=O)[C@@H](O)C([O-])=O.[Na+].[K+].C(OCC)(=O)C. Product: [C:1]([N:8]1[CH2:13][CH2:12][O:11][C@H:10]([CH2:14][C:15]2[CH:20]=[CH:19][CH:18]=[C:17]([CH:21]=[CH:38][C:37]3[CH:42]=[N:30][CH:31]=[CH:32][CH:36]=3)[CH:16]=2)[CH2:9]1)([O:3][C:4]([CH3:6])([CH3:7])[CH3:5])=[O:2].[CH2:23]([N:30]1[CH2:35][CH2:34][O:33][CH:32]([CH2:36][C:37]2[CH:42]=[CH:41][CH:40]=[C:39]([CH3:43])[C:38]=2[F:44])[CH2:31]1)[C:24]1[CH:25]=[CH:26][CH:27]=[CH:28][CH:29]=1. The catalyst class is: 7. (8) Reactant: [CH2:1]([O:8][C:9]1[CH:10]=[C:11]([OH:15])[CH:12]=[CH:13][CH:14]=1)[C:2]1[CH:7]=[CH:6][CH:5]=[CH:4][CH:3]=1.N(C(OC(C)(C)C)=O)=NC(OC(C)(C)C)=O.[C:32]([O:36][C:37]([N:39]1[C@@H:43]([CH2:44][C@H:45](O)[CH2:46][CH3:47])[CH2:42][O:41][C:40]1([CH3:50])[CH3:49])=[O:38])([CH3:35])([CH3:34])[CH3:33]. Product: [C:32]([O:36][C:37]([N:39]1[C@@H:43]([CH2:44][C@@H:45]([O:15][C:11]2[CH:12]=[CH:13][CH:14]=[C:9]([O:8][CH2:1][C:2]3[CH:3]=[CH:4][CH:5]=[CH:6][CH:7]=3)[CH:10]=2)[CH2:46][CH3:47])[CH2:42][O:41][C:40]1([CH3:49])[CH3:50])=[O:38])([CH3:35])([CH3:34])[CH3:33]. The catalyst class is: 1. (9) Reactant: [CH3:1][O:2][C:3]1[CH:4]=[C:5]([NH:12][CH2:13][CH2:14][CH2:15][N:16]2[CH2:20][CH2:19][CH2:18][CH2:17]2)[CH:6]=[CH:7][C:8]=1[N+:9]([O-])=O.Cl. Product: [CH3:1][O:2][C:3]1[CH:4]=[C:5]([NH:12][CH2:13][CH2:14][CH2:15][N:16]2[CH2:17][CH2:18][CH2:19][CH2:20]2)[CH:6]=[CH:7][C:8]=1[NH2:9]. The catalyst class is: 19. (10) Reactant: [CH3:1][O:2][C:3]([C:5]1[N:6]([S:15]([C:18]2[CH:23]=[CH:22][C:21]([CH3:24])=[CH:20][CH:19]=2)(=[O:17])=[O:16])[C:7]2[C:12]([CH:13]=1)=[CH:11][CH:10]=[C:9](Br)[CH:8]=2)=[O:4].C([O-])(=O)C.[K+].Br[C:31]1[CH:36]=[CH:35][C:34]([F:37])=[CH:33][N:32]=1. Product: [CH3:1][O:2][C:3]([C:5]1[N:6]([S:15]([C:18]2[CH:23]=[CH:22][C:21]([CH3:24])=[CH:20][CH:19]=2)(=[O:17])=[O:16])[C:7]2[C:12]([CH:13]=1)=[CH:11][CH:10]=[C:9]([C:31]1[CH:36]=[CH:35][C:34]([F:37])=[CH:33][N:32]=1)[CH:8]=2)=[O:4]. The catalyst class is: 658.